From a dataset of Full USPTO retrosynthesis dataset with 1.9M reactions from patents (1976-2016). Predict the reactants needed to synthesize the given product. (1) Given the product [Cl:39][C:33]1[CH:34]=[CH:35][CH:36]=[C:37]([Cl:38])[C:32]=1[C:12]1[C:11]([C:9]([NH2:8])=[O:10])=[N:31][C:15]2[N:16]=[C:17]([NH:20][C:21]3[CH:22]=[CH:23][C:24]([O:49][CH2:50][CH2:46][OH:42])=[CH:25][CH:26]=3)[N:18]=[CH:19][C:14]=2[CH:13]=1, predict the reactants needed to synthesize it. The reactants are: CS(NCC[NH:8][C:9]([C:11]1[C:12]([C:32]2[C:37]([Cl:38])=[CH:36][CH:35]=[CH:34][C:33]=2[Cl:39])=[CH:13][C:14]2[CH:19]=[N:18][C:17]([NH:20][C:21]3[CH:26]=[CH:25][CH:24]=[C:23](SCCO)[CH:22]=3)=[N:16][C:15]=2[N:31]=1)=[O:10])(=O)=O.C[Si](C)(C)[O-:42].[K+].[CH2:46]1[CH2:50][O:49]CC1. (2) Given the product [Br:1][C:2]1[CH:7]=[CH:6][C:5]([C:8]([OH:13])([CH3:14])[C:9]([F:11])([F:12])[F:10])=[CH:4][CH:3]=1, predict the reactants needed to synthesize it. The reactants are: [Br:1][C:2]1[CH:7]=[CH:6][C:5]([C:8](=[O:13])[C:9]([F:12])([F:11])[F:10])=[CH:4][CH:3]=1.[CH3:14][Mg]Br. (3) Given the product [CH3:17][NH:18][C:19]([C:21]1[C:22]2[CH:30]=[CH:29][C:28]([O:31][C:2]3[CH:7]=[CH:6][N:5]=[C:4]4[CH:8]=[C:9]([C:11]5[N:12]([CH3:16])[CH:13]=[CH:14][N:15]=5)[S:10][C:3]=34)=[CH:27][C:23]=2[S:24][C:25]=1[CH3:26])=[O:20], predict the reactants needed to synthesize it. The reactants are: Cl[C:2]1[CH:7]=[CH:6][N:5]=[C:4]2[CH:8]=[C:9]([C:11]3[N:12]([CH3:16])[CH:13]=[CH:14][N:15]=3)[S:10][C:3]=12.[CH3:17][NH:18][C:19]([C:21]1[C:22]2[CH:30]=[CH:29][C:28]([OH:31])=[CH:27][C:23]=2[S:24][C:25]=1[CH3:26])=[O:20].C([O-])([O-])=O.[Cs+].[Cs+].O. (4) Given the product [F:46][C:44]1[CH:43]=[CH:42][C:41]2[O:37][C:35]([CH2:34][N:32]3[CH:33]=[C:28]([C:25]4[CH:24]=[CH:23][C:22]([O:21][CH3:20])=[CH:27][CH:26]=4)[CH:29]=[CH:30][C:31]3=[O:38])=[N:39][C:40]=2[CH:45]=1, predict the reactants needed to synthesize it. The reactants are: C1C=CC(P(C2C=CC=CC=2)C2C=CC=CC=2)=CC=1.[CH3:20][O:21][C:22]1[CH:27]=[CH:26][C:25]([C:28]2[CH:29]=[CH:30][C:31](=[O:38])[N:32]([CH2:34][C:35]([OH:37])=O)[CH:33]=2)=[CH:24][CH:23]=1.[NH2:39][C:40]1[CH:45]=[C:44]([F:46])[CH:43]=[CH:42][C:41]=1O.CCN(CC)CC.C(Cl)(Cl)(Cl)Cl. (5) Given the product [C:33]([NH:1][CH2:2][C@H:3]1[C@H:12]2[CH2:13][CH2:14][N:15]([C:16]([C@H:18]3[CH2:23][CH2:22][CH2:21][CH2:20][C@H:19]3[NH:24][C:25](=[O:32])[C:26]3[CH:27]=[CH:28][CH:29]=[CH:30][CH:31]=3)=[O:17])[C@H:11]2[C:10]2[CH:9]=[CH:8][CH:7]=[CH:6][C:5]=2[NH:4]1)(=[O:35])[CH3:34], predict the reactants needed to synthesize it. The reactants are: [NH2:1][CH2:2][C@H:3]1[C@H:12]2[CH2:13][CH2:14][N:15]([C:16]([C@H:18]3[CH2:23][CH2:22][CH2:21][CH2:20][C@H:19]3[NH:24][C:25](=[O:32])[C:26]3[CH:31]=[CH:30][CH:29]=[CH:28][CH:27]=3)=[O:17])[C@H:11]2[C:10]2[CH:9]=[CH:8][CH:7]=[CH:6][C:5]=2[NH:4]1.[C:33](OC(=O)C)(=[O:35])[CH3:34]. (6) The reactants are: [CH3:1][NH:2][CH3:3].C[CH2:5][N:6](C(C)C)[CH:7](C)C.[Br:13][CH2:14][C:15]1[CH:20]=[CH:19][C:18]([S:21](Cl)(=[O:23])=[O:22])=[CH:17][CH:16]=1.[CH2:25]([Cl:27])Cl. Given the product [Br:13][CH2:14][C:15]1[CH:16]=[CH:17][C:18]([S:21]([N:2]([CH3:3])[CH3:1])(=[O:23])=[O:22])=[CH:19][CH:20]=1.[Cl:27][CH2:25][C:15]1[CH:20]=[CH:19][C:18]([S:21]([N:6]([CH3:7])[CH3:5])(=[O:23])=[O:22])=[CH:17][CH:16]=1, predict the reactants needed to synthesize it. (7) Given the product [Br:1][C:2]1[CH:3]=[C:4]([C:11]([N:13]2[CH2:18][CH2:17][O:16][C:15]3[N:19]=[CH:20][C:21]([C:23]4[CH:31]=[CH:30][CH:29]=[C:28]5[C:24]=4[CH:25]=[CH:26][NH:27]5)=[CH:22][C:14]2=3)=[O:12])[CH:5]=[C:6]([Br:10])[C:7]=1[OH:8], predict the reactants needed to synthesize it. The reactants are: [Br:1][C:2]1[CH:3]=[C:4]([C:11]([N:13]2[CH2:18][CH2:17][O:16][C:15]3[N:19]=[CH:20][C:21]([C:23]4[CH:31]=[CH:30][CH:29]=[C:28]5[C:24]=4[CH:25]=[CH:26][NH:27]5)=[CH:22][C:14]2=3)=[O:12])[CH:5]=[C:6]([Br:10])[C:7]=1[O:8]C.[Br-].[Li+].N1CCNCC1.Cl. (8) The reactants are: [C:1]([OH:9])(=O)[C:2]1[CH:7]=[CH:6][N:5]=[CH:4][CH:3]=1.CCN(C(C)C)C(C)C.CN(C(ON1N=NC2C=CC=NC1=2)=[N+](C)C)C.F[P-](F)(F)(F)(F)F.Cl.[CH2:44]([O:51][C:52](=[O:71])[NH:53][CH2:54][CH2:55][CH2:56][CH2:57][C@H:58]([NH2:70])[C:59]([C:61]1[S:62][C:63]2[CH:69]=[CH:68][CH:67]=[CH:66][C:64]=2[N:65]=1)=[O:60])[C:45]1[CH:50]=[CH:49][CH:48]=[CH:47][CH:46]=1. Given the product [CH2:44]([O:51][C:52](=[O:71])[NH:53][CH2:54][CH2:55][CH2:56][CH2:57][C@H:58]([NH:70][C:1]([C:2]1[CH:3]=[CH:4][N:5]=[CH:6][CH:7]=1)=[O:9])[C:59]([C:61]1[S:62][C:63]2[CH:69]=[CH:68][CH:67]=[CH:66][C:64]=2[N:65]=1)=[O:60])[C:45]1[CH:50]=[CH:49][CH:48]=[CH:47][CH:46]=1, predict the reactants needed to synthesize it. (9) Given the product [CH3:20][O:21][CH2:22][O:23][CH2:7][CH2:6][NH:3][S:15]([C:12]1[CH:13]=[CH:14][C:9]([I:8])=[CH:10][CH:11]=1)(=[O:17])=[O:16], predict the reactants needed to synthesize it. The reactants are: C([N:3]([CH2:6][CH3:7])CC)C.[I:8][C:9]1[CH:14]=[CH:13][C:12]([S:15](Cl)(=[O:17])=[O:16])=[CH:11][CH:10]=1.C[CH2:20][O:21][C:22](C)=[O:23].C(O)(=O)CC(CC(O)=O)(C(O)=O)O. (10) Given the product [CH:31]1([NH:37][C:7]2[N:8]=[C:3]([O:2][CH3:1])[CH:4]=[C:5]([C:13]3[C:21]4[C:16](=[N:17][CH:18]=[CH:19][CH:20]=4)[N:15]([S:22]([C:25]4[CH:30]=[CH:29][CH:28]=[CH:27][CH:26]=4)(=[O:24])=[O:23])[CH:14]=3)[N:6]=2)[CH2:36][CH2:35][CH2:34][CH2:33][CH2:32]1, predict the reactants needed to synthesize it. The reactants are: [CH3:1][O:2][C:3]1[N:8]=[C:7](S(C)(=O)=O)[N:6]=[C:5]([C:13]2[C:21]3[C:16](=[N:17][CH:18]=[CH:19][CH:20]=3)[N:15]([S:22]([C:25]3[CH:30]=[CH:29][CH:28]=[CH:27][CH:26]=3)(=[O:24])=[O:23])[CH:14]=2)[CH:4]=1.[CH:31]1([NH2:37])[CH2:36][CH2:35][CH2:34][CH2:33][CH2:32]1.